From a dataset of Reaction yield outcomes from USPTO patents with 853,638 reactions. Predict the reaction yield, written as a fraction of the theoretical maximum amount of product (1.0 means a 100% yield; for example, 0.34 means a 34% yield). (1) The reactants are [CH2:1]([O:8][CH2:9][C:10](=O)[CH2:11][C:12]([O:14][CH2:15][CH3:16])=[O:13])[C:2]1[CH:7]=[CH:6][CH:5]=[CH:4][CH:3]=1.C([O-])=O.[NH4+:21]. The catalyst is CO. The product is [CH2:1]([O:8][CH2:9][C:10]([NH2:21])=[CH:11][C:12]([O:14][CH2:15][CH3:16])=[O:13])[C:2]1[CH:7]=[CH:6][CH:5]=[CH:4][CH:3]=1. The yield is 0.528. (2) The reactants are [H-].[Na+].[C:3]1([CH2:9][CH:10]([CH2:16][C:17]([O:19][CH2:20][CH3:21])=[O:18])[C:11]([O:13][CH2:14][CH3:15])=[O:12])[CH:8]=[CH:7][CH:6]=[CH:5][CH:4]=1.BrC[C:24]1[CH:34]=[CH:33][CH:32]=[C:26]2[C:27]([NH:29][C:30](=[O:31])[C:25]=12)=[O:28].[CH2:35]1COCC1. No catalyst specified. The product is [O:31]=[C:30]1[C:25]2[C:26](=[CH:32][CH:33]=[CH:34][CH:24]=2)[C:27](=[O:28])[N:29]1[CH2:35][C:10]([CH2:9][C:3]1[CH:4]=[CH:5][CH:6]=[CH:7][CH:8]=1)([CH2:16][C:17]([O:19][CH2:20][CH3:21])=[O:18])[C:11]([O:13][CH2:14][CH3:15])=[O:12]. The yield is 0.640. (3) The reactants are S(Cl)(Cl)=O.[C:5]([O:8][CH2:9][C:10]([CH3:40])([CH3:39])[CH2:11][N:12]1[C:18]2[CH:19]=[CH:20][C:21]([Cl:23])=[CH:22][C:17]=2[C@@H:16]([C:24]2[CH:29]=[CH:28][CH:27]=[C:26]([O:30][CH3:31])[C:25]=2[O:32][CH3:33])[O:15][C@H:14]([CH2:34][C:35](O)=[O:36])[C:13]1=[O:38])(=[O:7])[CH3:6].Cl.[NH2:42][C:43]1[CH:44]=[C:45]([CH2:52][CH2:53][C:54]([O:56][CH2:57][CH3:58])=[O:55])[CH:46]=[CH:47][C:48]=1[O:49][CH2:50][CH3:51].C(N(CC)CC)C. The catalyst is O1CCCC1.O.CN(C)C=O. The product is [C:5]([O:8][CH2:9][C:10]([CH3:40])([CH3:39])[CH2:11][N:12]1[C:18]2[CH:19]=[CH:20][C:21]([Cl:23])=[CH:22][C:17]=2[C@@H:16]([C:24]2[CH:29]=[CH:28][CH:27]=[C:26]([O:30][CH3:31])[C:25]=2[O:32][CH3:33])[O:15][C@H:14]([CH2:34][C:35]([NH:42][C:43]2[CH:44]=[C:45]([CH2:52][CH2:53][C:54]([O:56][CH2:57][CH3:58])=[O:55])[CH:46]=[CH:47][C:48]=2[O:49][CH2:50][CH3:51])=[O:36])[C:13]1=[O:38])(=[O:7])[CH3:6]. The yield is 0.490. (4) The product is [CH3:5][O:6][C:7]1[N:12]=[C:11]2[S:1][C:2]([NH2:3])=[N:13][C:10]2=[CH:9][CH:8]=1. The yield is 0.331. The reactants are [S-:1][C:2]#[N:3].[K+].[CH3:5][O:6][C:7]1[N:12]=[CH:11][C:10]([NH2:13])=[CH:9][CH:8]=1.BrBr.O. The catalyst is C(O)(=O)C. (5) The reactants are [CH2:1]([N:8]1[C:16]2[C:11](=[CH:12][CH:13]=[CH:14][CH:15]=2)[C:10]([C:17]2[O:18][C:19]([C:22]3[CH:23]=[C:24]4[C:29](=[CH:30][CH:31]=3)[CH:28]=[C:27]([OH:32])[CH:26]=[CH:25]4)=[CH:20][N:21]=2)=[CH:9]1)[C:2]1[CH:7]=[CH:6][CH:5]=[CH:4][CH:3]=1.Br[CH2:34][C:35]#[N:36].C(=O)([O-])[O-].[Cs+].[Cs+]. The catalyst is CC(C)=O. The product is [CH2:1]([N:8]1[C:16]2[C:11](=[CH:12][CH:13]=[CH:14][CH:15]=2)[C:10]([C:17]2[O:18][C:19]([C:22]3[CH:23]=[C:24]4[C:29](=[CH:30][CH:31]=3)[CH:28]=[C:27]([O:32][CH2:34][C:35]#[N:36])[CH:26]=[CH:25]4)=[CH:20][N:21]=2)=[CH:9]1)[C:2]1[CH:7]=[CH:6][CH:5]=[CH:4][CH:3]=1. The yield is 0.950. (6) The reactants are Cl.Cl.[NH:3]1[CH2:6][CH:5]([C:7]2[C:8]([O:28][CH3:29])=[C:9]([CH:15]([N:17]3[C:21]4=[N:22][CH:23]=[N:24][C:25]([NH2:26])=[C:20]4[C:19]([CH3:27])=[N:18]3)[CH3:16])[CH:10]=[C:11]([Cl:14])[C:12]=2[F:13])[CH2:4]1.C(N([CH2:35][CH3:36])CC)C.C=O.[C:39](O[BH-](OC(=O)C)OC(=O)C)(=[O:41])C.[Na+]. The catalyst is CO.O1CCCC1.C(#N)C. The product is [Cl:14][C:11]1[C:12]([F:13])=[C:7]([CH:5]2[CH2:4][N:3]([CH:36]3[CH2:35][O:41][CH2:39]3)[CH2:6]2)[C:8]([O:28][CH3:29])=[C:9]([CH:15]([N:17]2[C:21]3=[N:22][CH:23]=[N:24][C:25]([NH2:26])=[C:20]3[C:19]([CH3:27])=[N:18]2)[CH3:16])[CH:10]=1. The yield is 0.0630. (7) The reactants are [NH2:1][OH:2].OC1C=CC2NN=NC=2N=1.C(N=C=NC(C)C)(C)C.[CH3:22][C:23]1[CH:24]=[C:25]2[C:29](=[CH:30][CH:31]=1)[C:28](=[O:32])[N:27]([CH2:33][CH2:34][CH2:35][CH2:36][CH2:37][C:38](O)=[O:39])[C:26]2=[O:41]. The catalyst is ClCCl.CN(C)C=O. The product is [CH3:22][C:23]1[CH:24]=[C:25]2[C:29](=[CH:30][CH:31]=1)[C:28](=[O:32])[N:27]([CH2:33][CH2:34][CH2:35][CH2:36][CH2:37][C:38]([NH:1][OH:2])=[O:39])[C:26]2=[O:41]. The yield is 0.390.